This data is from Forward reaction prediction with 1.9M reactions from USPTO patents (1976-2016). The task is: Predict the product of the given reaction. (1) The product is: [CH2:12]([NH:24][C:2]1[CH:7]=[C:6]([CH3:8])[N:5]=[C:4]([CH:9]([CH3:11])[CH3:10])[N:3]=1)[CH2:13][CH2:14][CH2:15][CH2:16][CH2:17][CH2:18][CH2:19][CH2:20][CH2:21][CH2:22][CH3:23]. Given the reactants Cl[C:2]1[CH:7]=[C:6]([CH3:8])[N:5]=[C:4]([CH:9]([CH3:11])[CH3:10])[N:3]=1.[CH2:12]([NH2:24])[CH2:13][CH2:14][CH2:15][CH2:16][CH2:17][CH2:18][CH2:19][CH2:20][CH2:21][CH2:22][CH3:23].C(OCC)(=O)C.[OH-].[Na+], predict the reaction product. (2) Given the reactants [Cl:1][C:2]1[CH:3]=[C:4]([OH:9])[CH:5]=[CH:6][C:7]=1[Cl:8].Cl[C:11]1[C:20]([CH:21]=[O:22])=[CH:19][C:18]2[C:13](=[CH:14][CH:15]=[CH:16][CH:17]=2)[N:12]=1, predict the reaction product. The product is: [Cl:1][C:2]1[CH:3]=[C:4]([CH:5]=[CH:6][C:7]=1[Cl:8])[O:9][C:11]1[C:20]([CH:21]=[O:22])=[CH:19][C:18]2[C:13](=[CH:14][CH:15]=[CH:16][CH:17]=2)[N:12]=1. (3) Given the reactants [O:1]=[C:2]1[C:6]2([CH2:11][CH2:10][N:9]([S:12](Cl)(=[O:14])=[O:13])[CH2:8][CH2:7]2)[CH2:5][CH2:4][N:3]1[C:16]1[CH:21]=[CH:20][C:19]([O:22][C:23]([F:26])([F:25])[F:24])=[CH:18][CH:17]=1.CCN(CC)CC.[CH:34]([NH2:37])([CH3:36])[CH3:35], predict the reaction product. The product is: [CH:34]([NH:37][S:12]([N:9]1[CH2:10][CH2:11][C:6]2([C:2](=[O:1])[N:3]([C:16]3[CH:21]=[CH:20][C:19]([O:22][C:23]([F:26])([F:25])[F:24])=[CH:18][CH:17]=3)[CH2:4][CH2:5]2)[CH2:7][CH2:8]1)(=[O:14])=[O:13])([CH3:36])[CH3:35]. (4) The product is: [OH:1][C:2]1[CH:3]=[CH:4][C:5]([C:8]2[CH:13]=[CH:12][CH:11]=[C:10]([C:14]([O:16][CH2:17][CH3:18])=[O:15])[CH:9]=2)=[CH:6][C:7]=1[I:24]. Given the reactants [OH:1][C:2]1[CH:7]=[CH:6][C:5]([C:8]2[CH:13]=[CH:12][CH:11]=[C:10]([C:14]([O:16][CH2:17][CH3:18])=[O:15])[CH:9]=2)=[CH:4][CH:3]=1.CN(C)C=O.[I-:24].[K+].II, predict the reaction product. (5) Given the reactants CO[C:3](=O)[CH2:4][CH2:5][CH2:6][CH2:7][CH2:8][CH2:9][CH2:10]/[CH:11]=[CH:12]\CCCCCCCC.C=C, predict the reaction product. The product is: [CH2:3]=[CH:4][CH2:5][CH2:6][CH2:7][CH2:8][CH2:9][CH2:10][CH2:11][CH3:12]. (6) Given the reactants [CH3:1][O:2][C:3]1[CH:8]=[CH:7][C:6]([C:9]2[CH:10]=[C:11]3[C:16]4=[C:17]([CH:19]5[CH2:24][N:23](C(OC(C)(C)C)=O)[CH2:22][CH2:21][CH:20]5[N:15]4[CH2:14][CH2:13][CH2:12]3)[CH:18]=2)=[C:5]([C:32]([F:35])([F:34])[F:33])[CH:4]=1, predict the reaction product. The product is: [CH3:1][O:2][C:3]1[CH:8]=[CH:7][C:6]([C:9]2[CH:10]=[C:11]3[C:16]4=[C:17]([C:19]5[CH2:24][NH:23][CH2:22][CH2:21][C:20]=5[N:15]4[CH2:14][CH2:13][CH2:12]3)[CH:18]=2)=[C:5]([C:32]([F:35])([F:33])[F:34])[CH:4]=1. (7) The product is: [CH3:1][O:2][C:3](=[O:12])[CH2:4][C:5]1[CH:10]=[CH:9][CH:8]=[CH:7][C:6]=1[C:19]1[CH:20]=[CH:21][C:16]([C:13]([OH:15])=[O:14])=[CH:17][CH:18]=1. Given the reactants [CH3:1][O:2][C:3](=[O:12])[CH2:4][C:5]1[CH:10]=[CH:9][CH:8]=[CH:7][C:6]=1Br.[C:13]([C:16]1[CH:21]=[CH:20][C:19](B(O)O)=[CH:18][CH:17]=1)([OH:15])=[O:14].P([O-])([O-])([O-])=O.[K+].[K+].[K+], predict the reaction product. (8) Given the reactants [CH2:1]([O:5][CH2:6][CH2:7][CH:8]1[CH2:13][CH2:12][N:11](C(OC(C)(C)C)=O)[CH2:10][CH2:9]1)[CH2:2][C:3]#[CH:4].[C:21]([O:27][CH2:28][N:29]=[N+:30]=[N-:31])(=[O:26])[C:22]([CH3:25])([CH3:24])[CH3:23].O=C1O[C@H]([C@H](CO)O)C([O-])=C1O.[Na+].Cl.O1CCOCC1, predict the reaction product. The product is: [C:21]([O:27][CH2:28][N:29]1[CH:4]=[C:3]([CH2:2][CH2:1][O:5][CH2:6][CH2:7][CH:8]2[CH2:9][CH2:10][NH:11][CH2:12][CH2:13]2)[N:31]=[N:30]1)(=[O:26])[C:22]([CH3:25])([CH3:24])[CH3:23]. (9) Given the reactants Cl[C:2]1[C:3](=[O:14])[N:4]([C@H:9]([CH3:13])[CH2:10][O:11][CH3:12])[CH:5]=[C:6]([Cl:8])[N:7]=1.[Br:15][C:16]1[CH:17]=[C:18]2[C:22](=[C:23]([Br:25])[CH:24]=1)[NH:21][CH2:20][CH2:19]2, predict the reaction product. The product is: [Cl:8][C:6]1[N:7]=[C:2]([N:21]2[C:22]3[C:18](=[CH:17][C:16]([Br:15])=[CH:24][C:23]=3[Br:25])[CH2:19][CH2:20]2)[C:3](=[O:14])[N:4]([C@H:9]([CH3:13])[CH2:10][O:11][CH3:12])[CH:5]=1. (10) Given the reactants [CH3:1][O:2][C:3](=[O:28])[CH2:4][CH2:5][N:6]1[CH:10]=[C:9]([C:11]2[CH:16]=[CH:15][N:14]=[CH:13][CH:12]=2)[C:8]([C:17]2[CH:22]=[CH:21][C:20]([F:23])=[CH:19][CH:18]=2)=[C:7]1[C:24](OC)=[O:25].C1(C)C=CC=CC=1.C[O-].[Na+], predict the reaction product. The product is: [CH3:1][O:2][C:3]([CH:4]1[CH2:5][N:6]2[C:7](=[C:8]([C:17]3[CH:22]=[CH:21][C:20]([F:23])=[CH:19][CH:18]=3)[C:9]([C:11]3[CH:16]=[CH:15][N:14]=[CH:13][CH:12]=3)=[CH:10]2)[C:24]1=[O:25])=[O:28].